From a dataset of Reaction yield outcomes from USPTO patents with 853,638 reactions. Predict the reaction yield, written as a fraction of the theoretical maximum amount of product (1.0 means a 100% yield; for example, 0.34 means a 34% yield). (1) The reactants are [OH:1][CH:2]([C:6]1[CH:11]=[CH:10][C:9]([C:12]2[N:16]=[C:15]([C:17]3[O:21][N:20]=[C:19]([C:22]4[CH:27]=[CH:26][CH:25]=[CH:24][CH:23]=4)[C:18]=3[C:28]([F:31])([F:30])[F:29])[O:14][N:13]=2)=[CH:8][CH:7]=1)[C:3](O)=[O:4].[NH2:32][CH2:33][CH2:34][N:35]1[CH2:39][CH2:38][NH:37][C:36]1=[O:40].CN1CCOCC1.CN(C(ON1N=NC2C=CC=NC1=2)=[N+](C)C)C.F[P-](F)(F)(F)(F)F. The catalyst is CN(C=O)C. The product is [OH:1][CH:2]([C:6]1[CH:11]=[CH:10][C:9]([C:12]2[N:16]=[C:15]([C:17]3[O:21][N:20]=[C:19]([C:22]4[CH:27]=[CH:26][CH:25]=[CH:24][CH:23]=4)[C:18]=3[C:28]([F:31])([F:30])[F:29])[O:14][N:13]=2)=[CH:8][CH:7]=1)[C:3]([NH:32][CH2:33][CH2:34][N:35]1[CH2:39][CH2:38][NH:37][C:36]1=[O:40])=[O:4]. The yield is 0.420. (2) The reactants are Br[C:2]1[CH:7]=[CH:6][C:5]([C:8](=[C:16]2[CH2:22][CH2:21][CH2:20][CH2:19][CH2:18][CH2:17]2)[C:9]2[CH:14]=[CH:13][C:12]([OH:15])=[CH:11][CH:10]=2)=[CH:4][CH:3]=1.[C:23]([O:27][C:28]([CH3:31])([CH3:30])[CH3:29])(=[O:26])[CH:24]=[CH2:25].CCN(CC)CC.CC1C=CC=CC=1P(C1C=CC=CC=1C)C1C=CC=CC=1C. The catalyst is CC([O-])=O.CC([O-])=O.[Pd+2].O.CCOC(C)=O.CC#N. The product is [C:16]1(=[C:8]([C:9]2[CH:14]=[CH:13][C:12]([OH:15])=[CH:11][CH:10]=2)[C:5]2[CH:4]=[CH:3][C:2](/[CH:25]=[CH:24]/[C:23]([O:27][C:28]([CH3:31])([CH3:30])[CH3:29])=[O:26])=[CH:7][CH:6]=2)[CH2:17][CH2:18][CH2:19][CH2:20][CH2:21][CH2:22]1. The yield is 0.980.